From a dataset of Full USPTO retrosynthesis dataset with 1.9M reactions from patents (1976-2016). Predict the reactants needed to synthesize the given product. (1) Given the product [CH2:2]([N:5]1[C:15](=[O:16])[CH:14]=[CH:13][C:12]1=[O:17])[C:3]#[CH:4], predict the reactants needed to synthesize it. The reactants are: Cl.[CH2:2]([NH2:5])[C:3]#[CH:4].C(N1[C:15](=[O:16])[CH:14]=[CH:13][C:12]1=[O:17])(OCC)=O. (2) Given the product [F:1][C:2]1[CH:3]=[C:4]([CH:8]([OH:25])[CH2:9][CH2:10][C:11]([NH:13][C:14]2[CH:19]=[CH:18][C:17]([O:20][C:21]([F:23])([F:24])[F:22])=[CH:16][CH:15]=2)=[O:12])[CH:5]=[CH:6][CH:7]=1, predict the reactants needed to synthesize it. The reactants are: [F:1][C:2]1[CH:3]=[C:4]([C:8](=[O:25])[CH2:9][CH2:10][C:11]([NH:13][C:14]2[CH:19]=[CH:18][C:17]([O:20][C:21]([F:24])([F:23])[F:22])=[CH:16][CH:15]=2)=[O:12])[CH:5]=[CH:6][CH:7]=1.[BH4-].[Na+]. (3) Given the product [C:1]([O:5][C:6]([C@@H:8]1[CH2:12][CH2:11][CH:10]([CH2:25][CH:24]=[CH2:23])[N:9]1[C:16]([O:18][C:19]([CH3:20])([CH3:21])[CH3:22])=[O:17])=[O:7])([CH3:2])([CH3:3])[CH3:4], predict the reactants needed to synthesize it. The reactants are: [C:1]([O:5][C:6]([C@@H:8]1[CH2:12][CH2:11][CH:10](OCC)[N:9]1[C:16]([O:18][C:19]([CH3:22])([CH3:21])[CH3:20])=[O:17])=[O:7])([CH3:4])([CH3:3])[CH3:2].[CH2:23]([Si](C)(C)C)[CH:24]=[CH2:25].B(F)(F)F.CCOCC.C([O-])(O)=O.[Na+].